Dataset: NCI-60 drug combinations with 297,098 pairs across 59 cell lines. Task: Regression. Given two drug SMILES strings and cell line genomic features, predict the synergy score measuring deviation from expected non-interaction effect. (1) Drug 1: C1=CC=C(C=C1)NC(=O)CCCCCCC(=O)NO. Drug 2: C(CN)CNCCSP(=O)(O)O. Cell line: KM12. Synergy scores: CSS=2.56, Synergy_ZIP=5.37, Synergy_Bliss=13.8, Synergy_Loewe=-26.4, Synergy_HSA=-1.99. (2) Drug 1: C(=O)(N)NO. Drug 2: COC1=C2C(=CC3=C1OC=C3)C=CC(=O)O2. Cell line: KM12. Synergy scores: CSS=12.4, Synergy_ZIP=-2.63, Synergy_Bliss=1.55, Synergy_Loewe=0.000135, Synergy_HSA=0.776. (3) Drug 1: C1C(C(OC1N2C=NC3=C(N=C(N=C32)Cl)N)CO)O. Drug 2: CN1C2=C(C=C(C=C2)N(CCCl)CCCl)N=C1CCCC(=O)O.Cl. Cell line: HT29. Synergy scores: CSS=14.1, Synergy_ZIP=-3.86, Synergy_Bliss=3.27, Synergy_Loewe=-6.67, Synergy_HSA=-2.46. (4) Drug 1: CC1C(C(CC(O1)OC2CC(CC3=C2C(=C4C(=C3O)C(=O)C5=C(C4=O)C(=CC=C5)OC)O)(C(=O)C)O)N)O.Cl. Drug 2: CC1C(C(=O)NC(C(=O)N2CCCC2C(=O)N(CC(=O)N(C(C(=O)O1)C(C)C)C)C)C(C)C)NC(=O)C3=C4C(=C(C=C3)C)OC5=C(C(=O)C(=C(C5=N4)C(=O)NC6C(OC(=O)C(N(C(=O)CN(C(=O)C7CCCN7C(=O)C(NC6=O)C(C)C)C)C)C(C)C)C)N)C. Cell line: EKVX. Synergy scores: CSS=-1.81, Synergy_ZIP=-1.08, Synergy_Bliss=-5.07, Synergy_Loewe=-5.55, Synergy_HSA=-5.80. (5) Drug 1: CC1=C(C=C(C=C1)C(=O)NC2=CC(=CC(=C2)C(F)(F)F)N3C=C(N=C3)C)NC4=NC=CC(=N4)C5=CN=CC=C5. Drug 2: C1CNP(=O)(OC1)N(CCCl)CCCl. Cell line: SF-539. Synergy scores: CSS=2.06, Synergy_ZIP=-0.995, Synergy_Bliss=-1.07, Synergy_Loewe=-2.40, Synergy_HSA=-0.797. (6) Drug 1: CN(C)C1=NC(=NC(=N1)N(C)C)N(C)C. Drug 2: CC1=C(C=C(C=C1)C(=O)NC2=CC(=CC(=C2)C(F)(F)F)N3C=C(N=C3)C)NC4=NC=CC(=N4)C5=CN=CC=C5. Cell line: SK-MEL-28. Synergy scores: CSS=-0.604, Synergy_ZIP=3.99, Synergy_Bliss=5.37, Synergy_Loewe=-2.18, Synergy_HSA=0.118.